Dataset: Full USPTO retrosynthesis dataset with 1.9M reactions from patents (1976-2016). Task: Predict the reactants needed to synthesize the given product. (1) Given the product [Cl:29][C:4]1[CH:3]=[C:2]([C:38]2[CH:37]=[CH:36][CH:35]=[C:34]([S:31]([CH3:30])(=[O:33])=[O:32])[CH:39]=2)[CH:7]=[CH:6][C:5]=1[N:8]1[CH:12]=[C:11]([C:13]2[CH:17]=[C:16]([C:18]([F:21])([F:20])[F:19])[O:15][N:14]=2)[N:10]=[C:9]1[C:22]1[CH:27]=[CH:26][CH:25]=[CH:24][C:23]=1[Cl:28], predict the reactants needed to synthesize it. The reactants are: Br[C:2]1[CH:7]=[CH:6][C:5]([N:8]2[CH:12]=[C:11]([C:13]3[CH:17]=[C:16]([C:18]([F:21])([F:20])[F:19])[O:15][N:14]=3)[N:10]=[C:9]2[C:22]2[CH:27]=[CH:26][CH:25]=[CH:24][C:23]=2[Cl:28])=[C:4]([Cl:29])[CH:3]=1.[CH3:30][S:31]([C:34]1[CH:35]=[C:36](B(O)O)[CH:37]=[CH:38][CH:39]=1)(=[O:33])=[O:32].C([O-])([O-])=O.[K+].[K+].COCCOC. (2) Given the product [S:33]1[C:29]2[CH:28]=[CH:27][C:26]([C:14]3[C:15]([CH3:25])=[N:16][N:17]([C:18]4[CH:23]=[CH:22][CH:21]=[CH:20][C:19]=4[CH3:24])[C:13]=3[NH:12][C:5]3[CH:6]=[CH:7][C:8]([O:10][CH3:11])=[CH:9][C:4]=3[C:3]([OH:35])=[O:2])=[CH:34][C:30]=2[N:31]=[CH:32]1, predict the reactants needed to synthesize it. The reactants are: C[O:2][C:3](=[O:35])[C:4]1[CH:9]=[C:8]([O:10][CH3:11])[CH:7]=[CH:6][C:5]=1[NH:12][C:13]1[N:17]([C:18]2[CH:23]=[CH:22][CH:21]=[CH:20][C:19]=2[CH3:24])[N:16]=[C:15]([CH3:25])[C:14]=1[C:26]1[CH:27]=[CH:28][C:29]2[S:33][CH:32]=[N:31][C:30]=2[CH:34]=1.[OH-].[Na+].Cl. (3) Given the product [CH2:1]([O:8][C@@H:9]1[C@@H:47]([O:48][CH2:49][C:50]2[CH:55]=[CH:54][CH:53]=[CH:52][CH:51]=2)[C@H:46]([O:56][C@@H:57]2[O:124][C@H:123]([CH2:125][OH:126])[C@@H:78]([O:79][C@@H:80]3[O:112][C@H:111]([CH2:113][OH:114])[C@@H:101]([OH:102])[C@H:91]([OH:92])[C@H:81]3[OH:82])[C@H:68]([OH:69])[C@H:58]2[OH:59])[C@@H:45]([CH2:135][O:136][CH2:137][C:138]2[CH:139]=[CH:140][CH:141]=[CH:142][CH:143]=2)[O:44][C@@H:10]1[O:11][C@H:12]1[C@H:16]([O:17][CH2:18][C:19]2[CH:24]=[CH:23][CH:22]=[CH:21][CH:20]=2)[CH2:15][N:14]([C:25]([O:27][CH2:28][C:29]2[CH:34]=[CH:33][CH:32]=[CH:31][CH:30]=2)=[O:26])[C@@H:13]1[CH2:35][O:36][CH2:37][C:38]1[CH:39]=[CH:40][CH:41]=[CH:42][CH:43]=1)[C:2]1[CH:7]=[CH:6][CH:5]=[CH:4][CH:3]=1, predict the reactants needed to synthesize it. The reactants are: [CH2:1]([O:8][C@@H:9]1[C@@H:47]([O:48][CH2:49][C:50]2[CH:55]=[CH:54][CH:53]=[CH:52][CH:51]=2)[C@H:46]([O:56][C@@H:57]2[O:124][C@H:123]([CH2:125][O:126]C(=O)C3C=CC=CC=3)[C@@H:78]([O:79][C@@H:80]3[O:112][C@H:111]([CH2:113][O:114]C(=O)C4C=CC=CC=4)[C@@H:101]([O:102]C(=O)C4C=CC=CC=4)[C@H:91]([O:92]C(=O)C4C=CC=CC=4)[C@H:81]3[O:82]C(=O)C3C=CC=CC=3)[C@H:68]([O:69]C(=O)C3C=CC=CC=3)[C@H:58]2[O:59]C(=O)C2C=CC=CC=2)[C@@H:45]([CH2:135][O:136][CH2:137][C:138]2[CH:143]=[CH:142][CH:141]=[CH:140][CH:139]=2)[O:44][C@@H:10]1[O:11][C@H:12]1[C@H:16]([O:17][CH2:18][C:19]2[CH:24]=[CH:23][CH:22]=[CH:21][CH:20]=2)[CH2:15][N:14]([C:25]([O:27][CH2:28][C:29]2[CH:34]=[CH:33][CH:32]=[CH:31][CH:30]=2)=[O:26])[C@@H:13]1[CH2:35][O:36][CH2:37][C:38]1[CH:43]=[CH:42][CH:41]=[CH:40][CH:39]=1)[C:2]1[CH:7]=[CH:6][CH:5]=[CH:4][CH:3]=1.C(=O)([O-])[O-].[K+].[K+]. (4) Given the product [C:20]([O:19][C:15]([NH:16][NH:17][C:12](=[O:14])[CH2:11][CH2:10][CH2:9][O:8][CH2:1][C:2]1[CH:3]=[CH:4][CH:5]=[CH:6][CH:7]=1)=[O:18])([CH3:23])([CH3:22])[CH3:21], predict the reactants needed to synthesize it. The reactants are: [CH2:1]([O:8][CH2:9][CH2:10][CH2:11][C:12]([OH:14])=O)[C:2]1[CH:7]=[CH:6][CH:5]=[CH:4][CH:3]=1.[C:15]([O:19][C:20]([CH3:23])([CH3:22])[CH3:21])(=[O:18])[NH:16][NH2:17].C(Cl)CCl. (5) Given the product [Cl:10][C:11]1[CH:19]=[CH:18][CH:17]=[C:16]([Cl:20])[C:12]=1[C:13]([NH:9][C:6]1[CH:5]=[CH:4][N:3]=[C:2]([Cl:1])[C:7]=1[F:8])=[O:14], predict the reactants needed to synthesize it. The reactants are: [Cl:1][C:2]1[C:7]([F:8])=[C:6]([NH2:9])[CH:5]=[CH:4][N:3]=1.[Cl:10][C:11]1[CH:19]=[CH:18][CH:17]=[C:16]([Cl:20])[C:12]=1[C:13](Cl)=[O:14].C(N(CC)CC)C. (6) Given the product [F:1][C:2]1[CH:7]=[CH:6][C:5]([C:8]#[C:9][C:10]2[N:14]3[CH:15]=[CH:16][CH:17]=[CH:18][C:13]3=[N:12][C:11]=2[CH2:19][O:20][C:21]2[CH:29]=[CH:28][CH:27]=[CH:26][C:22]=2[C:23]([Cl:33])=[O:24])=[CH:4][CH:3]=1, predict the reactants needed to synthesize it. The reactants are: [F:1][C:2]1[CH:7]=[CH:6][C:5]([C:8]#[C:9][C:10]2[N:14]3[CH:15]=[CH:16][CH:17]=[CH:18][C:13]3=[N:12][C:11]=2[CH2:19][O:20][C:21]2[CH:29]=[CH:28][CH:27]=[CH:26][C:22]=2[C:23](O)=[O:24])=[CH:4][CH:3]=1.C(Cl)(=O)C([Cl:33])=O. (7) The reactants are: [F:1][C:2]([F:14])([F:13])[O:3][C:4]1[CH:12]=[CH:11][C:7]([C:8](Cl)=[O:9])=[CH:6][CH:5]=1.[CH2:15]([NH:22][C:23]([C:25]1[S:29][C:28]([NH2:30])=[N:27][C:26]=1[CH3:31])=[O:24])[C:16]1[CH:21]=[CH:20][CH:19]=[CH:18][CH:17]=1. Given the product [CH2:15]([NH:22][C:23]([C:25]1[S:29][C:28]([NH:30][C:8](=[O:9])[C:7]2[CH:11]=[CH:12][C:4]([O:3][C:2]([F:14])([F:13])[F:1])=[CH:5][CH:6]=2)=[N:27][C:26]=1[CH3:31])=[O:24])[C:16]1[CH:21]=[CH:20][CH:19]=[CH:18][CH:17]=1, predict the reactants needed to synthesize it.